From a dataset of Forward reaction prediction with 1.9M reactions from USPTO patents (1976-2016). Predict the product of the given reaction. (1) Given the reactants C(OC(=O)[NH:7][CH:8]([C:10](=O)[NH:11][C:12]1[CH:13]=[N:14][C:15]([CH:21]2[CH2:23][CH2:22]2)=[CH:16][C:17]=1[NH:18][CH2:19][CH3:20])[CH3:9])(C)(C)C.Cl, predict the reaction product. The product is: [CH:21]1([C:15]2[N:14]=[CH:13][C:12]3[N:11]=[C:10]([CH:8]([NH2:7])[CH3:9])[N:18]([CH2:19][CH3:20])[C:17]=3[CH:16]=2)[CH2:23][CH2:22]1. (2) Given the reactants [Cl:1][C:2]1[N:7]=[CH:6][N:5]=[C:4]([N:8]2[C:16]3[C:11](=[CH:12][CH:13]=[CH:14][CH:15]=3)[C:10]([C:17]([OH:19])=O)=[N:9]2)[CH:3]=1.[Cl-].[NH4+:21], predict the reaction product. The product is: [Cl:1][C:2]1[N:7]=[CH:6][N:5]=[C:4]([N:8]2[C:16]3[C:11](=[CH:12][CH:13]=[CH:14][CH:15]=3)[C:10]([C:17]([NH2:21])=[O:19])=[N:9]2)[CH:3]=1.